This data is from Catalyst prediction with 721,799 reactions and 888 catalyst types from USPTO. The task is: Predict which catalyst facilitates the given reaction. (1) Reactant: C([N:3]([CH2:6][CH3:7])[CH2:4][CH3:5])C.O[CH:9]1[CH2:14][CH2:13]N(C(OCC2C=CC=CC=2)=O)[CH2:11][CH2:10]1.[C:25]1(S(Cl)(=O)=O)[CH:30]=[CH:29][CH:28]=[CH:27][CH:26]=1. Product: [CH:25]1([C:9]2[CH:10]=[C:11]3[C:5](=[CH:13][CH:14]=2)[CH2:4][NH:3][CH2:6][CH2:7]3)[CH2:30][CH2:29][CH2:28][CH2:27][CH2:26]1. The catalyst class is: 4. (2) Reactant: [CH3:1][C:2]1([CH3:18])[C:16](=[O:17])[C:6]2[CH:7]=[C:8]([C:10]3[CH:15]=[CH:14][N:13]=[CH:12][CH:11]=3)[S:9][C:5]=2[CH2:4][CH2:3]1.C1COCC1.[Cl:24][C:25]1[CH:30]=[CH:29][C:28]([Mg]Br)=[CH:27][CH:26]=1.CCOCC. Product: [Cl:24][C:25]1[CH:30]=[CH:29][C:28]([C:16]2([OH:17])[C:6]3[CH:7]=[C:8]([C:10]4[CH:15]=[CH:14][N:13]=[CH:12][CH:11]=4)[S:9][C:5]=3[CH2:4][CH2:3][C:2]2([CH3:18])[CH3:1])=[CH:27][CH:26]=1. The catalyst class is: 625. (3) The catalyst class is: 377. Reactant: [C:1]([O:5][C:6]([N:8]1[CH2:12]C=[C:10](COC(=O)C)[CH2:9]1)=[O:7])([CH3:4])([CH3:3])[CH3:2].C(OC(N1CC=C(CO)C1)=O)(C)(C)C.[C:32]([O:35][C:36](=O)[CH3:37])(=[O:34])[CH3:33]. Product: [C:1]([O:5][C:6]([N:8]1[CH2:12][CH:37]=[C:36]([O:35][C:32](=[O:34])[CH3:33])[CH:9]1[CH3:10])=[O:7])([CH3:4])([CH3:3])[CH3:2]. (4) Reactant: C(Cl)(=O)C(Cl)=O.CS(C)=O.[CH2:11]([C@H:14]1[CH2:19][C@H:18]([C:20]2[CH:25]=[CH:24][CH:23]=[C:22]([Cl:26])[CH:21]=2)[C@@H:17]([C:27]2[CH:32]=[CH:31][C:30]([Cl:33])=[CH:29][CH:28]=2)[N:16]([C@@H:34]([CH2:40][CH3:41])[C:35](OCC)=[O:36])[C:15]1=[O:42])[CH:12]=[CH2:13].C(N(CC)CC)C. Product: [CH2:11]([C@H:14]1[CH2:19][C@H:18]([C:20]2[CH:25]=[CH:24][CH:23]=[C:22]([Cl:26])[CH:21]=2)[C@@H:17]([C:27]2[CH:28]=[CH:29][C:30]([Cl:33])=[CH:31][CH:32]=2)[N:16]([C@@H:34]([CH2:40][CH3:41])[CH:35]=[O:36])[C:15]1=[O:42])[CH:12]=[CH2:13]. The catalyst class is: 34. (5) Reactant: [Br:1][C:2]1[CH:3]=[C:4]([CH:27]=[CH:28][CH:29]=1)[CH2:5][N:6]1[C:14]2[C:13](=[O:15])[N:12]([CH3:16])[C:11](=[O:17])[N:10]([CH3:18])[C:9]=2[N:8]=[C:7]1[CH2:19][CH:20]([CH3:26])[C:21]([O:23]CC)=[O:22].[OH-].[K+]. Product: [Br:1][C:2]1[CH:3]=[C:4]([CH:27]=[CH:28][CH:29]=1)[CH2:5][N:6]1[C:14]2[C:13](=[O:15])[N:12]([CH3:16])[C:11](=[O:17])[N:10]([CH3:18])[C:9]=2[N:8]=[C:7]1[CH2:19][CH:20]([CH3:26])[C:21]([OH:23])=[O:22]. The catalyst class is: 40. (6) Reactant: Br[C:2]1[CH:3]=[CH:4][C:5]2[NH:6][C:7]3[C:12]([C:13]=2[CH:14]=1)=[CH:11][C:10](Br)=[CH:9][CH:8]=3.[C:16]1(B(O)O)[CH:21]=[CH:20][CH:19]=[CH:18][CH:17]=1.[CH:25]1(P([CH:25]2[CH2:30][CH2:29][CH2:28][CH2:27][CH2:26]2)C2C=CC=CC=2C2C(OC)=CC=CC=2OC)[CH2:30][CH2:29][CH2:28][CH2:27][CH2:26]1.O.P([O-])([O-])([O-])=O.[K+].[K+].[K+]. Product: [C:16]1([C:2]2[CH:3]=[CH:4][C:5]3[NH:6][C:7]4[C:12]([C:13]=3[CH:14]=2)=[CH:11][C:10]([C:25]2[CH:30]=[CH:29][CH:28]=[CH:27][CH:26]=2)=[CH:9][CH:8]=4)[CH:21]=[CH:20][CH:19]=[CH:18][CH:17]=1. The catalyst class is: 93. (7) Reactant: [OH:1][CH2:2][CH2:3][O:4][C:5]1[C:10]([CH3:11])=[CH:9][C:8]([CH2:12][CH2:13][C:14]([C:16]2[S:23][C:22]([CH3:24])=[C:21]3[C:17]=2[CH2:18][C@H:19]2[C:25]([CH3:27])([CH3:26])[C@H:20]23)=[O:15])=[CH:7][C:6]=1[CH3:28].CCN(C(C)C)C(C)C.[CH3:38][S:39](Cl)(=[O:41])=[O:40]. Product: [CH3:28][C:6]1[CH:7]=[C:8]([CH2:12][CH2:13][C:14](=[O:15])[C:16]2[S:23][C:22]([CH3:24])=[C:21]3[C:17]=2[CH2:18][C@H:19]2[C:25]([CH3:26])([CH3:27])[C@H:20]23)[CH:9]=[C:10]([CH3:11])[C:5]=1[O:4][CH2:3][CH2:2][O:1][S:39]([CH3:38])(=[O:41])=[O:40]. The catalyst class is: 2. (8) Reactant: Br[CH2:2][C:3]([C:5]1[CH:10]=[CH:9][C:8]([C:11]2[C:12]([NH:16][C@H:17]([C:22]([NH:24][CH2:25][C:26]#[N:27])=[O:23])[CH2:18][CH:19]([CH3:21])[CH3:20])=[N:13][S:14][CH:15]=2)=[CH:7][CH:6]=1)=[O:4].[CH3:28][NH:29][CH3:30].C([O-])(O)=O.[Na+]. Product: [C:26]([CH2:25][NH:24][C:22](=[O:23])[C@H:17]([CH2:18][CH:19]([CH3:21])[CH3:20])[NH:16][C:12]1[C:11]([C:8]2[CH:9]=[CH:10][C:5]([C:3](=[O:4])[CH2:2][N:29]([CH3:30])[CH3:28])=[CH:6][CH:7]=2)=[CH:15][S:14][N:13]=1)#[N:27]. The catalyst class is: 198. (9) Reactant: Cl.[CH3:2][NH:3][O:4][CH3:5].C(N(C(C)C)CC)(C)C.CN(C(ON1N=NC2C=CC=NC1=2)=[N+](C)C)C.F[P-](F)(F)(F)(F)F.[C:39]([N:46]1[CH2:51][CH2:50][CH:49]([C:52](O)=[O:53])[CH2:48][CH2:47]1)([O:41][C:42]([CH3:45])([CH3:44])[CH3:43])=[O:40]. Product: [CH3:2][N:3]([O:4][CH3:5])[C:52]([CH:49]1[CH2:50][CH2:51][N:46]([C:39]([O:41][C:42]([CH3:45])([CH3:44])[CH3:43])=[O:40])[CH2:47][CH2:48]1)=[O:53]. The catalyst class is: 3.